Dataset: Reaction yield outcomes from USPTO patents with 853,638 reactions. Task: Predict the reaction yield, written as a fraction of the theoretical maximum amount of product (1.0 means a 100% yield; for example, 0.34 means a 34% yield). (1) The reactants are [Br:1][C:2]1[CH:7]=[CH:6][C:5]([C@@H:8]([NH:10][CH2:11][CH2:12][C:13](=[O:17])[CH:14]([CH3:16])[CH3:15])[CH3:9])=[CH:4][CH:3]=1.[CH2:18]([Mg]Br)[CH:19]=[CH2:20]. The catalyst is C1COCC1. The product is [Br:1][C:2]1[CH:3]=[CH:4][C:5]([C@@H:8]([NH:10][CH2:11][CH2:12][C:13]([CH:14]([CH3:16])[CH3:15])([OH:17])[CH2:20][CH:19]=[CH2:18])[CH3:9])=[CH:6][CH:7]=1. The yield is 0.950. (2) The reactants are [CH3:1][C:2]1([CH3:8])[NH:6][C:5](=[O:7])[CH2:4][CH2:3]1.[H-].[Na+].[CH2:11](Br)[C:12]1[CH:17]=[CH:16][CH:15]=[CH:14][CH:13]=1.C(OCC)(=O)C.CCCCCC. The catalyst is CN(C=O)C. The product is [CH2:11]([N:6]1[C:2]([CH3:8])([CH3:1])[CH2:3][CH2:4][C:5]1=[O:7])[C:12]1[CH:17]=[CH:16][CH:15]=[CH:14][CH:13]=1. The yield is 0.636. (3) The reactants are O1CCCCC1[N:7]1[C:15]2[C:10](=[CH:11][C:12]([C:16]3[N:20]=[CH:19][N:18](C(C4C=CC=CC=4)(C4C=CC=CC=4)C4C=CC=CC=4)[N:17]=3)=[CH:13][CH:14]=2)[C:9]([C:40]2[CH:41]=[C:42]([CH:47]=[CH:48][CH:49]=2)[C:43](OC)=[O:44])=[N:8]1.O.[OH-].[Li+].C[NH:54]N(CC)NC.O.ON1C2C=CC=CC=2N=N1.Cl.[CH3:72][N:73]([CH3:82])[CH2:74][CH2:75]CN=C=NCC.Cl.C(=O)(O)[O-].[Na+]. The catalyst is O1CCOCC1.O1CCCC1.O1CCCC1.O. The product is [NH:17]1[C:16]([C:12]2[CH:11]=[C:10]3[C:15](=[CH:14][CH:13]=2)[NH:7][N:8]=[C:9]3[C:40]2[CH:41]=[C:42]([C:43]([NH:54][CH2:75][CH2:74][N:73]([CH3:72])[CH3:82])=[O:44])[CH:47]=[CH:48][CH:49]=2)=[N:20][CH:19]=[N:18]1. The yield is 0.310. (4) No catalyst specified. The product is [CH2:33]([N:37]([CH2:68][C:69]1[CH:74]=[CH:73][C:72]([Cl:75])=[C:71]([Cl:76])[CH:70]=1)[C:38]([C:40]1[C:44]([Cl:45])=[C:43]([CH3:46])[N:42]([C:47]2[CH:62]=[CH:61][C:50]([C:51]([OH:53])=[O:52])=[CH:49][C:48]=2[C:63]([O:65][CH2:66][CH3:67])=[O:64])[N:41]=1)=[O:39])[CH2:34][CH2:35][CH3:36]. The reactants are ClC1C(C(=O)N(CCCC)CCCC)=NN(C2C=CC(C(O)=O)=CC=2C(OCC)=O)C=1C.[CH2:33]([N:37]([CH2:68][C:69]1[CH:74]=[CH:73][C:72]([Cl:75])=[C:71]([Cl:76])[CH:70]=1)[C:38]([C:40]1[C:44]([Cl:45])=[C:43]([CH3:46])[N:42]([C:47]2[CH:62]=[CH:61][C:50]([C:51]([O:53]CC3C=CC=CC=3)=[O:52])=[CH:49][C:48]=2[C:63]([O:65][CH2:66][CH3:67])=[O:64])[N:41]=1)=[O:39])[CH2:34][CH2:35][CH3:36]. The yield is 1.00. (5) The reactants are Cl[CH2:2][C:3]1[N:4]=[C:5]([C:9]2[CH:18]=[CH:17][C:12]([C:13]([O:15][CH3:16])=[O:14])=[CH:11][CH:10]=2)[O:6][C:7]=1[CH3:8].[C:19](=[S:22])([O-:21])[CH3:20].[K+]. The catalyst is CC(C)=O.[I-].[K+]. The product is [C:19]([S:22][CH2:2][C:3]1[N:4]=[C:5]([C:9]2[CH:18]=[CH:17][C:12]([C:13]([O:15][CH3:16])=[O:14])=[CH:11][CH:10]=2)[O:6][C:7]=1[CH3:8])(=[O:21])[CH3:20]. The yield is 0.910. (6) The reactants are C(OC([N:8]1[CH2:13][CH2:12][N:11]([C:14]2[CH:15]=[N:16][C:17]([NH:20][C:21]3[N:22]=[CH:23][C:24]4[C:30]([CH3:31])=[C:29]([C:32]([O:34]CC)=[CH2:33])[C:28](=[O:37])[N:27]([CH:38]5[CH2:42][CH2:41][CH2:40][CH2:39]5)[C:25]=4[N:26]=3)=[CH:18][CH:19]=2)[CH2:10][C:9]1([CH3:44])[CH3:43])=O)(C)(C)C.[ClH:45]. The catalyst is C(OCC)(=O)C. The product is [ClH:45].[C:32]([C:29]1[C:28](=[O:37])[N:27]([CH:38]2[CH2:42][CH2:41][CH2:40][CH2:39]2)[C:25]2[N:26]=[C:21]([NH:20][C:17]3[CH:18]=[CH:19][C:14]([N:11]4[CH2:12][CH2:13][NH:8][C:9]([CH3:44])([CH3:43])[CH2:10]4)=[CH:15][N:16]=3)[N:22]=[CH:23][C:24]=2[C:30]=1[CH3:31])(=[O:34])[CH3:33]. The yield is 0.381.